This data is from Full USPTO retrosynthesis dataset with 1.9M reactions from patents (1976-2016). The task is: Predict the reactants needed to synthesize the given product. (1) Given the product [CH3:35][CH:34]([CH:37]1[N:42]([CH2:6][C@H:7]2[CH2:12][N:11]([S:13]([C:16]3[S:17][CH:18]=[CH:19][CH:20]=3)(=[O:14])=[O:15])[CH2:10][CH2:9][N:8]2[C:21]2[CH:22]=[CH:23][C:24]([C:27]([OH:33])([CH3:32])[C:28]([F:31])([F:30])[F:29])=[CH:25][CH:26]=2)[CH2:41][CH2:40][NH:39][C:38]1=[O:43])[CH3:36], predict the reactants needed to synthesize it. The reactants are: CS(O[CH2:6][C@H:7]1[CH2:12][N:11]([S:13]([C:16]2[S:17][CH:18]=[CH:19][CH:20]=2)(=[O:15])=[O:14])[CH2:10][CH2:9][N:8]1[C:21]1[CH:26]=[CH:25][C:24]([C:27]([OH:33])([CH3:32])[C:28]([F:31])([F:30])[F:29])=[CH:23][CH:22]=1)(=O)=O.[CH:34]([CH:37]1[NH:42][CH2:41][CH2:40][NH:39][C:38]1=[O:43])([CH3:36])[CH3:35].C(=O)([O-])[O-].[K+].[K+]. (2) Given the product [C:16]([C:20]1[CH:25]=[CH:24][CH:23]=[CH:22][C:21]=1[O:26][C:7]1[CH:6]=[N:5][N:4]([CH:30]([CH2:31][CH:32]2[CH2:36][CH2:35][CH2:34][CH2:33]2)[C:29]([OH:28])=[O:38])[C:3](=[O:15])[CH:2]=1)([CH3:19])([CH3:17])[CH3:18], predict the reactants needed to synthesize it. The reactants are: Cl[C:2]1[C:3](=[O:15])[N:4](C2CCCCO2)[N:5]=[CH:6][C:7]=1Cl.[C:16]([C:20]1[CH:25]=[CH:24][CH:23]=[CH:22][C:21]=1[OH:26])([CH3:19])([CH3:18])[CH3:17].C[O:28][C:29](=[O:38])[CH:30](Br)[CH2:31][CH:32]1[CH2:36][CH2:35][CH2:34][CH2:33]1. (3) Given the product [C:19]1([C:29]2[CH:34]=[CH:33][CH:32]=[CH:31][CH:30]=2)[CH:24]=[CH:23][C:22]([S:25]([N:8]2[CH2:12][C:11](=[N:13][O:14][CH3:15])[CH2:10][C@H:9]2[C:16]([NH:35][C@@H:36]2[C@H:37]([CH2:43][OH:44])[C@H:38]3[CH2:42][C@@H:41]2[CH2:40][CH2:39]3)=[O:18])(=[O:27])=[O:26])=[CH:21][CH:20]=1, predict the reactants needed to synthesize it. The reactants are: C(OC([N:8]1[CH2:12][C:11](=[N:13][O:14][CH3:15])[CH2:10][C@H:9]1[C:16]([OH:18])=O)=O)(C)(C)C.[C:19]1([C:29]2[CH:34]=[CH:33][CH:32]=[CH:31][CH:30]=2)[CH:24]=[CH:23][C:22]([S:25](Cl)(=[O:27])=[O:26])=[CH:21][CH:20]=1.[NH2:35][C@H:36]1[C@@H:41]2[CH2:42][C@@H:38]([CH2:39][CH2:40]2)[C@H:37]1[CH2:43][OH:44]. (4) Given the product [F:21][C:15]1[CH:16]=[CH:17][CH:18]=[C:19]([F:20])[C:14]=1[O:13][C:11]1[CH2:12][N:8]([C@@H:4]([CH2:5][CH2:6][CH3:7])[C:3]([OH:23])=[O:2])[C:9](=[O:22])[CH:10]=1, predict the reactants needed to synthesize it. The reactants are: C[O:2][C:3](=[O:23])[C@@H:4]([N:8]1[CH2:12][C:11]([O:13][C:14]2[C:19]([F:20])=[CH:18][CH:17]=[CH:16][C:15]=2[F:21])=[CH:10][C:9]1=[O:22])[CH2:5][CH2:6][CH3:7].O.[OH-].[Li+].O.